The task is: Binary Classification. Given a miRNA mature sequence and a target amino acid sequence, predict their likelihood of interaction.. This data is from Experimentally validated miRNA-target interactions with 360,000+ pairs, plus equal number of negative samples. (1) The miRNA is mmu-miR-124-3p with sequence UAAGGCACGCGGUGAAUGCC. The protein sequence of the target gene is MASSDCEGHAGQEGETFLYFAYGSNLLTERIHLRNPSAVFCCVARLQDFKLDFGNFQGKMSERWHGGIATIFQSPGDEVWGVVWRMNKSNISSLDEQEGVKSGVYVVIEIKVSTREGKEITCRSYLMTNYESAPPSPQYKKVICMGAKENGLPQEYQEKLKAIEPNEYKGKISDEMEDIIKKGESKLS. Result: 1 (interaction). (2) The miRNA is mmu-miR-3095-5p with sequence AAGCUUUCUCAUCUGUGACACU. The protein sequence of the target gene is MSAGSERGAAATPGGLPAPCASKVELRLSCRHLLDRDPLTKSDPSVALLQQAQGQWVQVGRTEVVRSSLHPVFSKVFTVDYYFEEVQRLRFEVYDTHGPSGFSCQEDDFLGGMECTLGQPAQKWLLQVVMRVSVDVLGPAGHCAKHFLCCTESSHLARTGPSFLLRYDDLCLPWATAGAVRWWTCRGGHTQGWQIVAQKKVTRPLLLKFGRNAGKSTITVIAEDISGNNGYVELSFRARKLDDKDLFSKSDPFLELYRVNDDQGLQLVYRTEVVKNNLNPVWEAFKVSLSSLCSCEETRP.... Result: 0 (no interaction). (3) The miRNA is hsa-miR-4279 with sequence CUCUCCUCCCGGCUUC. The protein sequence of the target gene is MSLHPASPRLASLLLFILALHDTLALRLCSFNVRSFGASKKENHEAMDIIVKIIKRCDLILLMEIKDSSNNICPMLMEKLNGNSRRSTTYNYVISSRLGRNTYKEQYAFVYKEKLVSVKTKYHYHDYQDGDTDVFSREPFVVWFHSPFTAVKDFVIVPLHTTPETSVKEIDELVDVYTDVRSQWKTENFIFMGDFNAGCSYVPKKAWQNIRLRTDPKFVWLIGDQEDTTVKKSTSCAYDRIVLCGQEIVNSVVPRSSGVFDFQKAYDLSEEEALDVSDHFPVEFKLQSSRAFTNNRKSVS.... Result: 0 (no interaction). (4) The protein sequence of the target gene is MASFVTEVLAHSGSLEKEDLGTRISRLTRRVEEIKGEVCNMISKKYSEFLPTMQSAQALVTQVDTLSNDIDQLKSRIETEVCRDLHISTVEFTNLKQQLERDSVVLTLLKQLQEFSSAIEEYNSALAEKKYIPAARHLEEAQECLKLLKSRKCFDLKMLKSLSMELTVQKQNILYHLGEDWQKLVVWKFPPAKDTSSLESCLQTELHLCTEQPEKEDMTPLPSISSVLLAFSILGELPTKLKSFGQMLLKYILKPLVTCPSLHAVIERQPSSVSICFESLTTDLEHPSPPEAFAKIRLVL.... The miRNA is rno-miR-451-5p with sequence AAACCGUUACCAUUACUGAGUU. Result: 0 (no interaction). (5) The miRNA is hsa-miR-378e with sequence ACUGGACUUGGAGUCAGGA. The protein sequence of the target gene is MAIRKKSTKSPPVLSHEFVLQNHADIVSCVAMVFLLGLMFEITAKASIIFVTLQYNVTLPATEEQATESVSLYYYGIKDLATVFFYMLVAIIIHAVIQEYMLDKINRRMHFSKTKHSKFNESGQLSAFYLFACVWGTFILISENYISDPTILWRAYPHNLMTFQMKFFYISQLAYWLHAFPELYFQKTKKEDIPRQLVYIGLYLFHIAGAYLLNLNHLGLVLLVLHYFVEFLFHISRLFYFSNEKYQKGFSLWAVLFVLGRLLTLILSVLTVGFGLARAENQKLDFSTGNFNVLAVRIAV.... Result: 0 (no interaction). (6) The miRNA is hsa-miR-130a-3p with sequence CAGUGCAAUGUUAAAAGGGCAU. The protein sequence of the target gene is MAASEAAAAAGSAALAAGARAVPAATTGAAAAASGPWVPPGPRLRGSRPRPAGATQQPAVPAPPAGELIQPSVSELSRAVRTNILCTVRGCGKILPNSPALNMHLVKSHRLQDGIVNPTIRKDLKTGPKFYCCPIEGCPRGPERPFSQFSLVKQHFMKMHAEKKHKCSKCSNSYGTEWDLKRHAEDCGKTFRCTCGCPYASRTALQSHIYRTGHEIPAEHRDPPSKKRKMENCAQNQKLSNKTIESLNNQPIPRPDTQELEASEIKLEPSFEDSCGSNTDKQTLTTPPRYPQKLLLPKPK.... Result: 1 (interaction).